From a dataset of Reaction yield outcomes from USPTO patents with 853,638 reactions. Predict the reaction yield, written as a fraction of the theoretical maximum amount of product (1.0 means a 100% yield; for example, 0.34 means a 34% yield). (1) The reactants are [H-].[Na+].[NH2:3][C:4]1[CH:5]=[C:6]([C:11]([F:14])([F:13])[F:12])[CH:7]=[C:8]([F:10])[CH:9]=1.[CH:15]1C=C(OC(OC2N=CC=CC=2)=S)N=CC=1.[NH:31]([C:33](=[O:55])[C:34]([NH:36][C:37]1[CH:54]=[CH:53][C:40]([O:41][C@@H:42]2[CH2:47][CH2:46][C@H:45]([C:48]([O:50]CC)=[O:49])[CH2:44][CH2:43]2)=[CH:39][CH:38]=1)=[O:35])[NH2:32].CCN=C=NCCCN(C)C.[OH-].[Na+].Cl. The catalyst is CN(C=O)C.CO.C1COCC1.O. The product is [F:10][C:8]1[CH:9]=[C:4]([NH:3][C:15]2[O:55][C:33]([C:34]([NH:36][C:37]3[CH:54]=[CH:53][C:40]([O:41][C@@H:42]4[CH2:47][CH2:46][C@H:45]([C:48]([OH:50])=[O:49])[CH2:44][CH2:43]4)=[CH:39][CH:38]=3)=[O:35])=[N:31][N:32]=2)[CH:5]=[C:6]([C:11]([F:14])([F:12])[F:13])[CH:7]=1. The yield is 0.440. (2) The reactants are Cl[C:2]([O:4][CH3:5])=[O:3].[F:6][C:7]1[CH:12]=[CH:11][C:10]([F:13])=[CH:9][C:8]=1[NH:14][C:15]([C:17]1[CH:18]=[C:19]([C:24]2[CH:29]=[CH:28][C:27]([F:30])=[CH:26][C:25]=2[F:31])[CH:20]=[CH:21]C=1O)=[O:16].Cl. The catalyst is O1CCCC1.N1C=CC=CC=1. The product is [F:31][C:25]1[CH:26]=[C:27]([F:30])[CH:28]=[CH:29][C:24]=1[C:19]1[CH:20]=[CH:21][C:5]2[O:4][C:2](=[O:3])[N:14]([C:8]3[CH:9]=[C:10]([F:13])[CH:11]=[CH:12][C:7]=3[F:6])[C:15](=[O:16])[C:17]=2[CH:18]=1. The yield is 0.150. (3) The reactants are [C:1]1([CH2:7][SH:8])[CH:6]=[CH:5][CH:4]=[CH:3][CH:2]=1.CC(C)([O-])C.[K+].[CH:15]1([C:21]([C:23]2[CH:28]=[CH:27][C:26]([O:29][CH2:30][C:31]3[CH:36]=[CH:35][CH:34]=[CH:33][CH:32]=3)=[CH:25][C:24]=2F)=[O:22])[CH2:20][CH2:19][CH2:18][CH2:17][CH2:16]1.[NH4+].[Cl-]. The product is [CH:15]1([C:21]([C:23]2[CH:24]=[CH:25][C:26]([O:29][CH2:30][C:31]3[CH:36]=[CH:35][CH:34]=[CH:33][CH:32]=3)=[CH:27][C:28]=2[S:8][CH2:7][C:1]2[CH:6]=[CH:5][CH:4]=[CH:3][CH:2]=2)=[O:22])[CH2:20][CH2:19][CH2:18][CH2:17][CH2:16]1. The catalyst is C1COCC1. The yield is 1.00. (4) The reactants are [N+:1]([C:4]1[CH:9]=[CH:8][CH:7]=[CH:6][C:5]=1[NH:10][C:11]1[CH:19]=[CH:18][CH:17]=[CH:16][C:12]=1[C:13]([OH:15])=[O:14])([O-:3])=[O:2].OS(O)(=O)=O.O.[OH-].[Na+].[CH3:28]O. No catalyst specified. The product is [CH3:28][O:14][C:13](=[O:15])[C:12]1[CH:16]=[CH:17][CH:18]=[CH:19][C:11]=1[NH:10][C:5]1[CH:6]=[CH:7][CH:8]=[CH:9][C:4]=1[N+:1]([O-:3])=[O:2]. The yield is 0.800.